This data is from CYP1A2 inhibition data for predicting drug metabolism from PubChem BioAssay. The task is: Regression/Classification. Given a drug SMILES string, predict its absorption, distribution, metabolism, or excretion properties. Task type varies by dataset: regression for continuous measurements (e.g., permeability, clearance, half-life) or binary classification for categorical outcomes (e.g., BBB penetration, CYP inhibition). Dataset: cyp1a2_veith. The molecule is C/C(CC(=O)Nc1ccccn1)=N\NC(=O)C(=O)Nc1cccc(Cl)c1C. The result is 1 (inhibitor).